This data is from Full USPTO retrosynthesis dataset with 1.9M reactions from patents (1976-2016). The task is: Predict the reactants needed to synthesize the given product. Given the product [ClH:30].[ClH:30].[CH:24]1([CH:14]([N:11]2[CH2:12][CH2:13][NH:8][CH2:9][CH2:10]2)[CH2:15][N:16]([CH2:17][CH:18]([CH3:20])[CH3:19])[C:21](=[O:23])[CH3:22])[CH2:25][CH2:26][CH2:27][CH2:28][CH2:29]1, predict the reactants needed to synthesize it. The reactants are: C(OC([N:8]1[CH2:13][CH2:12][N:11]([CH:14]([CH:24]2[CH2:29][CH2:28][CH2:27][CH2:26][CH2:25]2)[CH2:15][N:16]([C:21](=[O:23])[CH3:22])[CH2:17][CH:18]([CH3:20])[CH3:19])[CH2:10][CH2:9]1)=O)(C)(C)C.[ClH:30].CCOC(C)=O.